Binary Classification. Given a T-cell receptor sequence (or CDR3 region) and an epitope sequence, predict whether binding occurs between them. From a dataset of TCR-epitope binding with 47,182 pairs between 192 epitopes and 23,139 TCRs. (1) The epitope is ALSKGVHFV. The TCR CDR3 sequence is CASSLQGDEQFF. Result: 0 (the TCR does not bind to the epitope). (2) The epitope is TPRVTGGGAM. The TCR CDR3 sequence is CASSLKGVGQSDEQYF. Result: 1 (the TCR binds to the epitope). (3) The epitope is FLPRVFSAV. The TCR CDR3 sequence is CASSYVIGGSGGYTF. Result: 1 (the TCR binds to the epitope). (4) The epitope is ATDALMTGY. The TCR CDR3 sequence is CASSPGLEDTQYF. Result: 0 (the TCR does not bind to the epitope). (5) The epitope is GTHWFVTQR. The TCR CDR3 sequence is CASSLTALGRGTDTQYF. Result: 0 (the TCR does not bind to the epitope).